Dataset: NCI-60 drug combinations with 297,098 pairs across 59 cell lines. Task: Regression. Given two drug SMILES strings and cell line genomic features, predict the synergy score measuring deviation from expected non-interaction effect. (1) Drug 1: CC12CCC(CC1=CCC3C2CCC4(C3CC=C4C5=CN=CC=C5)C)O. Drug 2: CN(C(=O)NC(C=O)C(C(C(CO)O)O)O)N=O. Cell line: UACC62. Synergy scores: CSS=3.72, Synergy_ZIP=-3.95, Synergy_Bliss=-7.12, Synergy_Loewe=-5.86, Synergy_HSA=-5.94. (2) Drug 1: CC12CCC3C(C1CCC2=O)CC(=C)C4=CC(=O)C=CC34C. Drug 2: CN1C(=O)N2C=NC(=C2N=N1)C(=O)N. Cell line: HCT-15. Synergy scores: CSS=41.6, Synergy_ZIP=2.34, Synergy_Bliss=-0.795, Synergy_Loewe=-21.5, Synergy_HSA=-1.79. (3) Drug 1: CS(=O)(=O)C1=CC(=C(C=C1)C(=O)NC2=CC(=C(C=C2)Cl)C3=CC=CC=N3)Cl. Drug 2: COC1=C2C(=CC3=C1OC=C3)C=CC(=O)O2. Cell line: HT29. Synergy scores: CSS=17.0, Synergy_ZIP=1.06, Synergy_Bliss=6.82, Synergy_Loewe=3.70, Synergy_HSA=3.93. (4) Drug 1: C1CC(C1)(C(=O)O)C(=O)O.[NH2-].[NH2-].[Pt+2]. Drug 2: C1=NNC2=C1C(=O)NC=N2. Cell line: NCI-H226. Synergy scores: CSS=-0.146, Synergy_ZIP=-0.676, Synergy_Bliss=-1.95, Synergy_Loewe=-3.03, Synergy_HSA=-2.45. (5) Drug 1: COC1=C(C=C2C(=C1)N=CN=C2NC3=CC(=C(C=C3)F)Cl)OCCCN4CCOCC4. Drug 2: B(C(CC(C)C)NC(=O)C(CC1=CC=CC=C1)NC(=O)C2=NC=CN=C2)(O)O. Cell line: HT29. Synergy scores: CSS=31.6, Synergy_ZIP=-1.88, Synergy_Bliss=1.91, Synergy_Loewe=0.939, Synergy_HSA=0.806. (6) Drug 1: CC1=C2C(C(=O)C3(C(CC4C(C3C(C(C2(C)C)(CC1OC(=O)C(C(C5=CC=CC=C5)NC(=O)OC(C)(C)C)O)O)OC(=O)C6=CC=CC=C6)(CO4)OC(=O)C)O)C)O. Drug 2: CC1CCC2CC(C(=CC=CC=CC(CC(C(=O)C(C(C(=CC(C(=O)CC(OC(=O)C3CCCCN3C(=O)C(=O)C1(O2)O)C(C)CC4CCC(C(C4)OC)OCCO)C)C)O)OC)C)C)C)OC. Cell line: A549. Synergy scores: CSS=18.9, Synergy_ZIP=5.03, Synergy_Bliss=6.37, Synergy_Loewe=7.85, Synergy_HSA=8.09. (7) Cell line: TK-10. Synergy scores: CSS=4.51, Synergy_ZIP=-4.61, Synergy_Bliss=-7.83, Synergy_Loewe=-3.93, Synergy_HSA=-3.65. Drug 2: COC1=NC(=NC2=C1N=CN2C3C(C(C(O3)CO)O)O)N. Drug 1: C1CC(C1)(C(=O)O)C(=O)O.[NH2-].[NH2-].[Pt+2].